From a dataset of Reaction yield outcomes from USPTO patents with 853,638 reactions. Predict the reaction yield, written as a fraction of the theoretical maximum amount of product (1.0 means a 100% yield; for example, 0.34 means a 34% yield). (1) The reactants are [NH2:1][OH:2].[CH3:3][C:4]1[C:11]([CH2:12][N:13]2[CH:17]=[CH:16][N:15]=[C:14]2[CH3:18])=[C:10]([CH3:19])[CH:9]=[C:8]([CH3:20])[C:5]=1[CH:6]=O. The catalyst is CCO. The product is [CH3:3][C:4]1[C:11]([CH2:12][N:13]2[CH:17]=[CH:16][N:15]=[C:14]2[CH3:18])=[C:10]([CH3:19])[CH:9]=[C:8]([CH3:20])[C:5]=1[CH:6]=[N:1][OH:2]. The yield is 0.910. (2) The reactants are Cl[C:2]1[N:6]([CH3:7])[N:5]=[CH:4][C:3]=1[N+:8]([O-:10])=[O:9].[O:11]1[CH2:17][CH2:16][CH2:15][NH:14][CH2:13][CH2:12]1. No catalyst specified. The product is [CH3:7][N:6]1[C:2]([N:14]2[CH2:15][CH2:16][CH2:17][O:11][CH2:12][CH2:13]2)=[C:3]([N+:8]([O-:10])=[O:9])[CH:4]=[N:5]1. The yield is 0.520.